Dataset: Retrosynthesis with 50K atom-mapped reactions and 10 reaction types from USPTO. Task: Predict the reactants needed to synthesize the given product. (1) Given the product COc1ccc([N+](=O)[O-])cc1OCCN1CCC(C)CC1, predict the reactants needed to synthesize it. The reactants are: COc1ccc([N+](=O)[O-])cc1OCC(=O)N1CCC(C)CC1. (2) The reactants are: CS(=O)(=O)Cl.O=C(CC1CCCCC1)Nc1c(Cl)ccc2nc(N3CC[C@H](O)C3)ccc12. Given the product CS(=O)(=O)O[C@H]1CCN(c2ccc3c(NC(=O)CC4CCCCC4)c(Cl)ccc3n2)C1, predict the reactants needed to synthesize it. (3) The reactants are: CCOC(=O)C1(COS(C)(=O)=O)CC1.Cc1c(O)ccc(OCc2ccccc2)c1C. Given the product CCOC(=O)C1(COc2ccc(OCc3ccccc3)c(C)c2C)CC1, predict the reactants needed to synthesize it. (4) Given the product O=S(=O)(Nc1ccc(Cl)cc1-c1nccc2ccccc12)c1ccc(-c2cnco2)cc1, predict the reactants needed to synthesize it. The reactants are: Nc1ccc(Cl)cc1-c1nccc2ccccc12.O=S(=O)(Cl)c1ccc(-c2cnco2)cc1. (5) Given the product CC(C)(O)c1cccc(O)c1, predict the reactants needed to synthesize it. The reactants are: CC(=O)c1cccc(O)c1.C[Mg+].